Dataset: Catalyst prediction with 721,799 reactions and 888 catalyst types from USPTO. Task: Predict which catalyst facilitates the given reaction. (1) Reactant: [CH3:1]N(C=O)C.[Br:6][C:7]1[CH:8]=[C:9]([NH:13][C:14](=[O:16])[CH3:15])[CH:10]=[CH:11][CH:12]=1.[H-].[Na+].CI. Product: [Br:6][C:7]1[CH:8]=[C:9]([N:13]([CH3:1])[C:14](=[O:16])[CH3:15])[CH:10]=[CH:11][CH:12]=1. The catalyst class is: 6. (2) Reactant: [OH:1][C:2]1[CH:3]=[C:4]([CH:7]=[C:8]([N+:11]([O-:13])=[O:12])[C:9]=1[OH:10])[CH:5]=O.[CH2:14]([N:16]([CH2:22][CH3:23])[C:17](=[O:21])[CH2:18][C:19]#[N:20])[CH3:15].C(O)(=O)C.N1CCCCC1. Product: [CH2:14]([N:16]([CH2:22][CH3:23])[C:17](=[O:21])[C:18]([C:19]#[N:20])=[CH:5][C:4]1[CH:7]=[C:8]([N+:11]([O-:13])=[O:12])[C:9]([OH:10])=[C:2]([OH:1])[CH:3]=1)[CH3:15]. The catalyst class is: 8. (3) Reactant: F[B-](F)(F)F.C(N([S+](F)F)CC)C.[Cl:14][C:15]1[N:20]=[CH:19][C:18]([C:21]2([C:28]#[N:29])[CH2:26][CH2:25][C:24](=O)[CH2:23][CH2:22]2)=[CH:17][CH:16]=1.[FH:30].[FH:31].F.C(N(CC)CC)C. Product: [Cl:14][C:15]1[N:20]=[CH:19][C:18]([C:21]2([C:28]#[N:29])[CH2:26][CH2:25][C:24]([F:31])([F:30])[CH2:23][CH2:22]2)=[CH:17][CH:16]=1. The catalyst class is: 2. (4) The catalyst class is: 5. Reactant: C(O[C:6]([N:8]1[CH2:13][CH:12]=[C:11]([C:14]2[NH:34][C:17]3[N:18]=[CH:19][N:20]=[C:21]([NH:22][C:23]4[CH:28]=[CH:27][CH:26]=[C:25]([C:29]5[NH:30][CH:31]=[CH:32][N:33]=5)[CH:24]=4)[C:16]=3[CH:15]=2)[CH2:10][CH2:9]1)=[O:7])(C)(C)C.Cl.C(N(CC)CC)C.[C:43]([N:47]=C=O)([CH3:46])([CH3:45])[CH3:44]. Product: [C:43]([NH:47][C:6]([N:8]1[CH2:13][CH:12]=[C:11]([C:14]2[NH:34][C:17]3[N:18]=[CH:19][N:20]=[C:21]([NH:22][C:23]4[CH:28]=[CH:27][CH:26]=[C:25]([C:29]5[NH:33][CH:32]=[CH:31][N:30]=5)[CH:24]=4)[C:16]=3[CH:15]=2)[CH2:10][CH2:9]1)=[O:7])([CH3:46])([CH3:45])[CH3:44]. (5) Reactant: [CH3:1][CH:2]1[C:10]2[C:5](=[CH:6][CH:7]=[CH:8][CH:9]=2)[C:4](=O)[CH2:3]1.Cl.[NH2:13][OH:14].[OH-].[Na+]. Product: [CH3:1][CH:2]1[C:10]2[C:5](=[CH:6][CH:7]=[CH:8][CH:9]=2)[C:4](=[N:13][OH:14])[CH2:3]1. The catalyst class is: 24. (6) Reactant: [CH3:1][CH:2]1[C:11]2[C:6](=[CH:7][CH:8]=[CH:9][CH:10]=2)[NH:5][CH2:4][CH2:3]1.[Br:12]N1C(=O)CCC1=O. Product: [Br:12][C:9]1[CH:10]=[C:11]2[C:6](=[CH:7][CH:8]=1)[NH:5][CH2:4][CH2:3][CH:2]2[CH3:1]. The catalyst class is: 2.